Predict which catalyst facilitates the given reaction. From a dataset of Catalyst prediction with 721,799 reactions and 888 catalyst types from USPTO. (1) Reactant: Cl[C:2]1[N:3]([C:12]2[CH:17]=[CH:16][C:15]([Cl:18])=[CH:14][CH:13]=2)[N:4]=[C:5]2[C:10]=1[CH:9]=[CH:8][C:7]([F:11])=[CH:6]2.[CH:19]1([NH2:25])[CH2:24][CH2:23][CH2:22][CH2:21][CH2:20]1. Product: [Cl:18][C:15]1[CH:16]=[CH:17][C:12]([N:3]2[C:2]([NH:25][CH:19]3[CH2:24][CH2:23][CH2:22][CH2:21][CH2:20]3)=[C:10]3[C:5]([CH:6]=[C:7]([F:11])[CH:8]=[CH:9]3)=[N:4]2)=[CH:13][CH:14]=1. The catalyst class is: 60. (2) Reactant: FC(F)(F)C([N:5]1[CH2:11][CH2:10][C:9]2[CH:12]=[CH:13][C:14]([C:16]3[CH:20]=[C:19]([CH3:21])[O:18][N:17]=3)=[CH:15][C:8]=2[CH2:7][CH2:6]1)=O.C([O-])([O-])=O.[K+].[K+].CO. Product: [CH3:21][C:19]1[O:18][N:17]=[C:16]([C:14]2[CH:13]=[CH:12][C:9]3[CH2:10][CH2:11][NH:5][CH2:6][CH2:7][C:8]=3[CH:15]=2)[CH:20]=1. The catalyst class is: 6.